Dataset: Reaction yield outcomes from USPTO patents with 853,638 reactions. Task: Predict the reaction yield, written as a fraction of the theoretical maximum amount of product (1.0 means a 100% yield; for example, 0.34 means a 34% yield). (1) The reactants are [CH2:1]([N:8]1[CH:12]=[CH:11][CH:10]=[C:9]1[C:13]1[N:18]=[C:17](Cl)[N:16]=[C:15](Cl)[N:14]=1)[C:2]1[CH:7]=[CH:6][CH:5]=[CH:4][CH:3]=1.[NH2:21][C:22]1[CH:23]=[CH:24][C:25]2[C:26](=[O:35])[C:27]3[C:32]([C:33]=2[CH:34]=1)=[CH:31][CH:30]=[CH:29][CH:28]=3.[C:36](=[O:39])([O-])[O-].[K+].[K+]. The catalyst is O1CCOCC1. The product is [CH2:1]([N:8]1[CH:12]=[CH:11][CH:10]=[C:9]1[C:13]1[N:18]=[C:17]([NH:21][C:22]2[CH:23]=[CH:24][C:25]3[C:26](=[O:35])[C:27]4[C:32]([C:33]=3[CH:34]=2)=[CH:31][CH:30]=[CH:29][CH:28]=4)[N:16]=[C:15]([NH:21][C:22]2[CH:23]=[CH:24][C:25]3[C:36](=[O:39])[C:31]4[C:32]([C:33]=3[CH:34]=2)=[CH:27][CH:28]=[CH:29][CH:30]=4)[N:14]=1)[C:2]1[CH:7]=[CH:6][CH:5]=[CH:4][CH:3]=1. The yield is 0.520. (2) The reactants are Cl[C:2]1[CH:7]=[C:6]([O:8][C:9]2[CH:10]=[CH:11][C:12]([N:16]3[C:20](=[O:21])[NH:19][C:18]([C:22]4([CH3:25])[CH2:24][CH2:23]4)=[N:17]3)=[N:13][C:14]=2[CH3:15])[CH:5]=[CH:4][N:3]=1.[CH3:26][N:27]1[CH:31]=[C:30](B2OC(C)(C)C(C)(C)O2)[CH:29]=[N:28]1.C([O-])([O-])=O.[K+].[K+].[NH4+].[Cl-]. The catalyst is O1CCOCC1.O.C1C=CC([P]([Pd]([P](C2C=CC=CC=2)(C2C=CC=CC=2)C2C=CC=CC=2)([P](C2C=CC=CC=2)(C2C=CC=CC=2)C2C=CC=CC=2)[P](C2C=CC=CC=2)(C2C=CC=CC=2)C2C=CC=CC=2)(C2C=CC=CC=2)C2C=CC=CC=2)=CC=1. The product is [CH3:15][C:14]1[N:13]=[C:12]([N:16]2[C:20](=[O:21])[NH:19][C:18]([C:22]3([CH3:25])[CH2:24][CH2:23]3)=[N:17]2)[CH:11]=[CH:10][C:9]=1[O:8][C:6]1[CH:5]=[CH:4][N:3]=[C:2]([C:30]2[CH:29]=[N:28][N:27]([CH3:26])[CH:31]=2)[CH:7]=1. The yield is 0.461. (3) The reactants are [CH3:1][O:2][CH2:3][CH2:4][O:5][C:6]1[CH:10]=[C:9]([C:11]([O:13]C)=[O:12])[N:8]([CH3:15])[N:7]=1.[OH-].[Na+]. The catalyst is CO. The product is [CH3:1][O:2][CH2:3][CH2:4][O:5][C:6]1[CH:10]=[C:9]([C:11]([OH:13])=[O:12])[N:8]([CH3:15])[N:7]=1. The yield is 0.960. (4) The reactants are [CH3:1][N:2]1[C:10]([C:11](=O)[CH3:12])=[C:9]2[C:4]([N:5]([C:14]3[C:19]([CH3:20])=[CH:18][C:17]([CH3:21])=[CH:16][C:15]=3[CH3:22])[CH2:6][CH2:7][CH2:8]2)=[N:3]1.Cl.[O:24]([NH2:26])[CH3:25].C(=O)([O-])[O-].[K+].[K+]. The catalyst is C(O)C. The product is [CH3:25][O:24][N:26]=[C:11]([C:10]1[N:2]([CH3:1])[N:3]=[C:4]2[C:9]=1[CH2:8][CH2:7][CH2:6][N:5]2[C:14]1[C:15]([CH3:22])=[CH:16][C:17]([CH3:21])=[CH:18][C:19]=1[CH3:20])[CH3:12]. The yield is 0.470.